The task is: Predict the reaction yield, written as a fraction of the theoretical maximum amount of product (1.0 means a 100% yield; for example, 0.34 means a 34% yield).. This data is from Reaction yield outcomes from USPTO patents with 853,638 reactions. The reactants are [N:1]12[CH2:8][CH2:7][C:4]([C:9]([C:16]3[CH:20]=[CH:19][S:18][CH:17]=3)([C:11]3[CH:15]=[CH:14][S:13][CH:12]=3)[OH:10])([CH2:5][CH2:6]1)[CH2:3][CH2:2]2.[C:21]1([O:27][CH2:28][CH2:29][CH2:30][Br:31])[CH:26]=[CH:25][CH:24]=[CH:23][CH:22]=1. The catalyst is C(Cl)(Cl)Cl. The product is [Br-:31].[OH:10][C:9]([C:11]1[CH:15]=[CH:14][S:13][CH:12]=1)([C:16]1[CH:20]=[CH:19][S:18][CH:17]=1)[C:4]12[CH2:7][CH2:8][N+:1]([CH2:30][CH2:29][CH2:28][O:27][C:21]3[CH:26]=[CH:25][CH:24]=[CH:23][CH:22]=3)([CH2:6][CH2:5]1)[CH2:2][CH2:3]2. The yield is 0.447.